From a dataset of Full USPTO retrosynthesis dataset with 1.9M reactions from patents (1976-2016). Predict the reactants needed to synthesize the given product. Given the product [CH3:3][O:4][C:5](=[O:33])[C@H:6]([CH2:18][C:19]1[CH:24]=[CH:23][C:22]([C:25]2[CH:30]=[CH:29][CH:28]=[CH:27][C:26]=2[CH2:31][OH:32])=[CH:21][CH:20]=1)[NH:7][C:8](=[O:17])[C:9]1[C:10]([Cl:16])=[CH:11][CH:12]=[CH:13][C:14]=1[Cl:15], predict the reactants needed to synthesize it. The reactants are: [BH4-].[Na+].[CH3:3][O:4][C:5](=[O:33])[C@H:6]([CH2:18][C:19]1[CH:24]=[CH:23][C:22]([C:25]2[CH:30]=[CH:29][CH:28]=[CH:27][C:26]=2[CH:31]=[O:32])=[CH:21][CH:20]=1)[NH:7][C:8](=[O:17])[C:9]1[C:14]([Cl:15])=[CH:13][CH:12]=[CH:11][C:10]=1[Cl:16].